From a dataset of Full USPTO retrosynthesis dataset with 1.9M reactions from patents (1976-2016). Predict the reactants needed to synthesize the given product. (1) Given the product [Br:28][C:3]1[N:4]=[C:5]2[CH2:11][C:10]3[CH:12]=[C:13]4[O:18][CH2:17][O:16][C:14]4=[CH:15][C:9]=3[C:8]([C:19]3[CH:24]=[CH:23][C:22]([N+:25]([O-:27])=[O:26])=[CH:21][CH:20]=3)=[N:7][N:6]2[C:2]=1[CH3:1], predict the reactants needed to synthesize it. The reactants are: [CH3:1][C:2]1[N:6]2[N:7]=[C:8]([C:19]3[CH:24]=[CH:23][C:22]([N+:25]([O-:27])=[O:26])=[CH:21][CH:20]=3)[C:9]3[CH:15]=[C:14]4[O:16][CH2:17][O:18][C:13]4=[CH:12][C:10]=3[CH2:11][C:5]2=[N:4][CH:3]=1.[Br:28]N1C(=O)CCC1=O.O. (2) Given the product [Br:15][C:1]1[N:2]=[C:3]([C:10]([O:12][CH2:13][CH3:14])=[O:11])[N:4]2[CH:9]=[CH:8][CH:7]=[CH:6][C:5]=12, predict the reactants needed to synthesize it. The reactants are: [CH:1]1[N:2]=[C:3]([C:10]([O:12][CH2:13][CH3:14])=[O:11])[N:4]2[CH:9]=[CH:8][CH:7]=[CH:6][C:5]=12.[Br:15]N1C(=O)CCC1=O.C(N(CC)CC)C. (3) Given the product [CH2:16]([N:15]1[C:5]2[C:4]3[CH:3]=[C:2]([CH:20]=[CH2:21])[CH:11]=[CH:10][C:9]=3[N:8]=[C:7]([NH2:12])[C:6]=2[N:13]=[CH:14]1)[CH:17]([CH3:19])[CH3:18], predict the reactants needed to synthesize it. The reactants are: Br[C:2]1[CH:11]=[CH:10][C:9]2[N:8]=[C:7]([NH2:12])[C:6]3[N:13]=[CH:14][N:15]([CH2:16][CH:17]([CH3:19])[CH3:18])[C:5]=3[C:4]=2[CH:3]=1.[CH2:20](N(CC)CC)[CH3:21].C([B-](F)(F)F)=C.[K+]. (4) Given the product [F:35][C:2]1([CH2:26][O:27][CH3:28])[CH2:7][CH2:6][N:5]([C:8]2[CH:13]=[CH:12][C:11]([N:14]3[CH2:18][C@H:17]([CH2:19][NH:20][C:21](=[O:23])[CH3:22])[O:16][C:15]3=[O:24])=[CH:10][C:9]=2[F:25])[CH2:4][CH2:3]1, predict the reactants needed to synthesize it. The reactants are: O[C:2]1([CH2:26][O:27][CH3:28])[CH2:7][CH2:6][N:5]([C:8]2[CH:13]=[CH:12][C:11]([N:14]3[CH2:18][C@H:17]([CH2:19][NH:20][C:21](=[O:23])[CH3:22])[O:16][C:15]3=[O:24])=[CH:10][C:9]=2[F:25])[CH2:4][CH2:3]1.CCN(S(F)(F)[F:35])CC. (5) Given the product [CH3:1][C:2]1[CH:7]=[C:6]([CH3:8])[CH:5]=[CH:4][C:3]=1[NH:9][C:10](=[O:11])[NH:21][NH:20][C:18]([C:15]1[S:14][C:13]([CH3:12])=[N:17][CH:16]=1)=[O:19], predict the reactants needed to synthesize it. The reactants are: [CH3:1][C:2]1[CH:7]=[C:6]([CH3:8])[CH:5]=[CH:4][C:3]=1[N:9]=[C:10]=[O:11].[CH3:12][C:13]1[S:14][C:15]([C:18]([NH:20][NH2:21])=[O:19])=[CH:16][N:17]=1.